Dataset: Forward reaction prediction with 1.9M reactions from USPTO patents (1976-2016). Task: Predict the product of the given reaction. (1) Given the reactants [NH2:1][C:2]1[C:3]([C:9]([O:11][CH3:12])=[O:10])=[N:4][CH:5]=[C:6]([F:8])[CH:7]=1.C1C(=O)N([Br:20])C(=O)C1, predict the reaction product. The product is: [NH2:1][C:2]1[C:3]([C:9]([O:11][CH3:12])=[O:10])=[N:4][C:5]([Br:20])=[C:6]([F:8])[CH:7]=1. (2) Given the reactants C([NH:4][C@:5]1([C:22](NC(C)(C)C)=[O:23])[C@@H:9]([CH2:10][CH2:11][CH2:12][B:13]2[O:17]C(C)(C)C(C)(C)[O:14]2)[CH2:8][NH:7][CH2:6]1)(=O)C.S([O-])([O-])(=O)=O.[Na+].[Na+].C([N:43]1[CH2:48][CH2:47][CH:46]([CH:49]=O)[CH2:45][CH2:44]1)(OC(C)(C)C)=O.C(O[BH-](OC(=O)C)OC(=O)C)(=[O:53])C.[Na+].C(=O)([O-])[O-].[Na+].[Na+], predict the reaction product. The product is: [NH2:4][C@:5]1([C:22]([OH:23])=[O:53])[C@@H:9]([CH2:10][CH2:11][CH2:12][B:13]([OH:14])[OH:17])[CH2:8][N:7]([CH2:49][CH:46]2[CH2:47][CH2:48][NH:43][CH2:44][CH2:45]2)[CH2:6]1. (3) Given the reactants [H-].[Na+].[C:3]([O:7][C:8]([N:10]1[C@H:14]([CH2:15][OH:16])[CH2:13][CH2:12][C@H:11]1[CH2:17][O:18][CH2:19][C:20]1[CH:25]=[CH:24][CH:23]=[CH:22][CH:21]=1)=[O:9])([CH3:6])([CH3:5])[CH3:4].[CH3:26]I.O, predict the reaction product. The product is: [C:3]([O:7][C:8]([N:10]1[C@H:14]([CH2:15][O:16][CH3:26])[CH2:13][CH2:12][C@H:11]1[CH2:17][O:18][CH2:19][C:20]1[CH:21]=[CH:22][CH:23]=[CH:24][CH:25]=1)=[O:9])([CH3:6])([CH3:4])[CH3:5]. (4) The product is: [CH2:1]([O:3][C:4](=[O:18])[C:5]([O:8][C:9]1[CH:14]=[CH:13][C:12]([Cl:15])=[CH:11][C:10]=1[CH:16]=[C:24]1[C:23]2[C:27](=[CH:28][C:20]([Cl:19])=[CH:21][CH:22]=2)[NH:26][C:25]1=[O:29])([CH3:7])[CH3:6])[CH3:2]. Given the reactants [CH2:1]([O:3][C:4](=[O:18])[C:5]([O:8][C:9]1[CH:14]=[CH:13][C:12]([Cl:15])=[CH:11][C:10]=1[CH:16]=O)([CH3:7])[CH3:6])[CH3:2].[Cl:19][C:20]1[CH:28]=[C:27]2[C:23]([CH2:24][C:25](=[O:29])[NH:26]2)=[CH:22][CH:21]=1.N1CCCC1, predict the reaction product. (5) Given the reactants [F:1][C:2]1[CH:3]=[C:4]([NH:24][C:25](=[O:37])[CH2:26]C(NC2C=CC(F)=CC=2)=O)[CH:5]=[CH:6][C:7]=1[O:8][C:9]1[CH:14]=[CH:13][N:12]=[C:11]([NH:15]CCN2CCOCC2)C=1.[CH2:38]([O:45][C:46]1[CH:52]=[CH:51][C:49]([NH2:50])=[CH:48][CH:47]=1)[C:39]1[CH:44]=[CH:43][CH:42]=[CH:41][CH:40]=1.COCCOCCOC, predict the reaction product. The product is: [CH2:38]([O:45][C:46]1[CH:47]=[CH:48][C:49]([NH:50][C:13]2[N:12]=[CH:11][N:15]=[C:9]([O:8][C:7]3[CH:6]=[CH:5][C:4]([NH:24][C:25](=[O:37])[CH3:26])=[CH:3][C:2]=3[F:1])[CH:14]=2)=[CH:51][CH:52]=1)[C:39]1[CH:40]=[CH:41][CH:42]=[CH:43][CH:44]=1.